Dataset: Reaction yield outcomes from USPTO patents with 853,638 reactions. Task: Predict the reaction yield, written as a fraction of the theoretical maximum amount of product (1.0 means a 100% yield; for example, 0.34 means a 34% yield). (1) The reactants are [F:1][C:2]1[CH:7]=[C:6](B2OC(C)(C)C(C)(C)O2)[C:5]([F:17])=[CH:4][C:3]=1[Si:18]([CH3:21])([CH3:20])[CH3:19].[NH2:22][C:23]1[CH:28]=[C:27](Cl)[N:26]=[C:25]([C:30]([O:32][CH3:33])=[O:31])[C:24]=1[Cl:34].C(=O)([O-])[O-].[Na+].[Na+].C(#N)C. The catalyst is [Cl-].[Na+].O.Cl[Pd](Cl)([P](C1C=CC=CC=1)(C1C=CC=CC=1)C1C=CC=CC=1)[P](C1C=CC=CC=1)(C1C=CC=CC=1)C1C=CC=CC=1.O. The product is [NH2:22][C:23]1[CH:28]=[C:27]([C:6]2[CH:7]=[C:2]([F:1])[C:3]([Si:18]([CH3:19])([CH3:20])[CH3:21])=[CH:4][C:5]=2[F:17])[N:26]=[C:25]([C:30]([O:32][CH3:33])=[O:31])[C:24]=1[Cl:34]. The yield is 0.394. (2) The reactants are [Si:1]([O:8][C:9]1[CH:14]=[C:13]([O:15][Si:16]([C:19]([CH3:22])([CH3:21])[CH3:20])([CH3:18])[CH3:17])[CH:12]=[CH:11][C:10]=1[CH:23]1[CH2:28][CH2:27][C:26](=[N:29]O)[CH2:25][CH2:24]1)([C:4]([CH3:7])([CH3:6])[CH3:5])([CH3:3])[CH3:2].[BH4-].[Na+].O. The catalyst is CO.O.O.O.O.O.O.[Ni](Cl)Cl. The product is [Si:1]([O:8][C:9]1[CH:14]=[C:13]([O:15][Si:16]([C:19]([CH3:20])([CH3:21])[CH3:22])([CH3:18])[CH3:17])[CH:12]=[CH:11][C:10]=1[C@@H:23]1[CH2:24][CH2:25][C@H:26]([NH2:29])[CH2:27][CH2:28]1)([C:4]([CH3:5])([CH3:6])[CH3:7])([CH3:3])[CH3:2]. The yield is 0.710.